Dataset: Forward reaction prediction with 1.9M reactions from USPTO patents (1976-2016). Task: Predict the product of the given reaction. (1) Given the reactants [N-:1]=[N+:2]=[N-:3].[Na+].O.[C:6]([C:8]([C:13]1[S:14][CH:15]=[CH:16][CH:17]=1)=[CH:9][C:10](Cl)=[O:11])#[N:7], predict the reaction product. The product is: [C:6]([C:8]([C:13]1[S:14][CH:15]=[CH:16][CH:17]=1)=[CH:9][C:10]([N:1]=[N+:2]=[N-:3])=[O:11])#[N:7]. (2) The product is: [Br:1][C:2]1[CH:3]=[CH:4][C:5]([CH2:6][N:7]2[C:12](=[O:13])[C:11]([C:14]([NH:29][CH2:30][C:31]([O:33][CH2:24][CH2:2][CH2:3][CH3:4])=[O:32])=[O:15])=[C:10]([OH:19])[C:9]3[CH2:20][O:21][CH2:22][C:8]2=3)=[CH:23][CH:24]=1. Given the reactants [Br:1][C:2]1[CH:24]=[CH:23][C:5]([CH2:6][N:7]2[C:12](=[O:13])[C:11]([C:14](OCC)=[O:15])=[C:10]([OH:19])[C:9]3[CH2:20][O:21][CH2:22][C:8]2=3)=[CH:4][CH:3]=1.C([NH:29][CH2:30][C:31]([OH:33])=[O:32])(C)(C)C.C(Cl)Cl, predict the reaction product. (3) Given the reactants [Cl:1][C:2]1[C:3]([O:14]C2CCCCO2)=[C:4]([C:8]2[CH:13]=[CH:12][N:11]=[CH:10][CH:9]=2)[CH:5]=[CH:6][CH:7]=1.FC(F)(F)C(O)=O, predict the reaction product. The product is: [Cl:1][C:2]1[CH:7]=[CH:6][CH:5]=[C:4]([C:8]2[CH:9]=[CH:10][N:11]=[CH:12][CH:13]=2)[C:3]=1[OH:14]. (4) Given the reactants [CH3:1][N:2]([CH3:12])[C:3]1[CH:4]=[C:5]([CH:9]=[CH:10][CH:11]=1)[C:6](Cl)=[O:7].[CH2:13]([O:15][C:16](=[O:27])[CH2:17][CH2:18][CH2:19][C:20]1[CH:25]=[CH:24][C:23]([NH2:26])=[CH:22][CH:21]=1)[CH3:14].C(N(CC)CC)C.O, predict the reaction product. The product is: [CH2:13]([O:15][C:16](=[O:27])[CH2:17][CH2:18][CH2:19][C:20]1[CH:21]=[CH:22][C:23]([NH:26][C:6](=[O:7])[C:5]2[CH:9]=[CH:10][CH:11]=[C:3]([N:2]([CH3:12])[CH3:1])[CH:4]=2)=[CH:24][CH:25]=1)[CH3:14].